Dataset: Forward reaction prediction with 1.9M reactions from USPTO patents (1976-2016). Task: Predict the product of the given reaction. Given the reactants Cl.C(OC(=O)[NH:8][C@H:9]1[CH2:14][CH2:13][C@@H:12]([N:15]2[C:20](=[O:21])[C:19]3[CH:22]=[C:23]([F:26])[CH:24]=[N:25][C:18]=3[N:17]([C:27]3[CH:32]=[C:31]([CH3:33])[CH:30]=[C:29]([Br:34])[CH:28]=3)[C:16]2=[O:35])[CH2:11][CH2:10]1)(C)(C)C, predict the reaction product. The product is: [NH2:8][C@@H:9]1[CH2:14][CH2:13][C@H:12]([N:15]2[C:20](=[O:21])[C:19]3[CH:22]=[C:23]([F:26])[CH:24]=[N:25][C:18]=3[N:17]([C:27]3[CH:32]=[C:31]([CH3:33])[CH:30]=[C:29]([Br:34])[CH:28]=3)[C:16]2=[O:35])[CH2:11][CH2:10]1.